This data is from Forward reaction prediction with 1.9M reactions from USPTO patents (1976-2016). The task is: Predict the product of the given reaction. (1) Given the reactants [C:1]1([CH2:7][SH:8])[CH:6]=[CH:5][CH:4]=[CH:3][CH:2]=1.C(=O)([O-])[O-].[K+].[K+].Cl[C:16]1[C:21]([CH:22]([CH3:24])[CH3:23])=[CH:20][C:19]([N+:25]([O-:27])=[O:26])=[CH:18][N:17]=1, predict the reaction product. The product is: [CH2:7]([S:8][C:16]1[C:21]([CH:22]([CH3:23])[CH3:24])=[CH:20][C:19]([N+:25]([O-:27])=[O:26])=[CH:18][N:17]=1)[C:1]1[CH:6]=[CH:5][CH:4]=[CH:3][CH:2]=1. (2) Given the reactants C([O:3][C:4]([C:6]1[N:7]([CH3:26])[CH:8]=[C:9]([NH:11][C:12]([NH:14][C:15]2[CH:20]=[CH:19][C:18]([O:21][C:22]([F:25])([F:24])[F:23])=[CH:17][CH:16]=2)=[O:13])[N:10]=1)=[O:5])C.[OH-].[Na+].Cl, predict the reaction product. The product is: [CH3:26][N:7]1[CH:8]=[C:9]([NH:11][C:12]([NH:14][C:15]2[CH:20]=[CH:19][C:18]([O:21][C:22]([F:23])([F:25])[F:24])=[CH:17][CH:16]=2)=[O:13])[N:10]=[C:6]1[C:4]([OH:5])=[O:3]. (3) The product is: [C:1](=[O:2])([O-:4])[OH:3].[Ca+2:5].[C:1](=[O:2])([O-:4])[OH:3]. Given the reactants [C:1](=[O:4])([O-:3])[O-:2].[Ca+2:5].C(=O)=O, predict the reaction product. (4) Given the reactants [Si]([C:5]1[S:6][CH:7]=[CH:8][N:9]=1)(C)(C)C.[C:10](Cl)(Cl)=[O:11].C1(C)C=CC=CC=1.[C:21]([NH:28][C:29]1[CH:34]=[CH:33][C:32]([OH:35])=[CH:31][CH:30]=1)([O:23][C:24]([CH3:27])([CH3:26])[CH3:25])=[O:22].N1C=CC=CC=1, predict the reaction product. The product is: [C:24]([O:23][C:21]([NH:28][C:29]1[CH:30]=[CH:31][C:32]([O:35][C:10]([C:5]2[S:6][CH:7]=[CH:8][N:9]=2)=[O:11])=[CH:33][CH:34]=1)=[O:22])([CH3:27])([CH3:25])[CH3:26]. (5) The product is: [NH:13]1[CH:17]=[N:16][C:15]([S:18][CH2:2][CH2:3][O:4][C:5]2[CH:6]=[C:7]([CH:10]=[CH:11][CH:12]=2)[C:8]#[N:9])=[N:14]1. Given the reactants Cl[CH2:2][CH2:3][O:4][C:5]1[CH:6]=[C:7]([CH:10]=[CH:11][CH:12]=1)[C:8]#[N:9].[NH:13]1[CH:17]=[N:16][C:15]([SH:18])=[N:14]1.C(N(CC)CC)C, predict the reaction product. (6) Given the reactants [CH3:1][C:2]1[N:7]=[C:6]([C:8]#[N:9])[CH:5]=[C:4]([C:10]2[CH:11]=[N:12][C:13]([C:16]([F:19])([F:18])[F:17])=[CH:14][CH:15]=2)[N:3]=1.[ClH:20], predict the reaction product. The product is: [ClH:20].[CH3:1][C:2]1[N:7]=[C:6]([CH2:8][NH2:9])[CH:5]=[C:4]([C:10]2[CH:11]=[N:12][C:13]([C:16]([F:19])([F:17])[F:18])=[CH:14][CH:15]=2)[N:3]=1.